The task is: Predict the reactants needed to synthesize the given product.. This data is from Full USPTO retrosynthesis dataset with 1.9M reactions from patents (1976-2016). (1) The reactants are: C1(C)C=CC=CC=1.[CH2:8]([C@H:11]1[CH2:16][CH2:15][C@H:14]([C:17]([OH:19])=O)[CH2:13][CH2:12]1)[CH2:9][CH3:10].S(Cl)([Cl:22])=O. Given the product [CH2:8]([C@H:11]1[CH2:16][CH2:15][C@H:14]([C:17]([Cl:22])=[O:19])[CH2:13][CH2:12]1)[CH2:9][CH3:10], predict the reactants needed to synthesize it. (2) Given the product [Cl:18][CH2:19][CH2:20][CH2:21][O:22][C:23]1[CH:28]=[CH:27][C:26]([C:29]2[S:31][CH:2]3[CH2:6][N:5]([S:7]([C:10]4[CH:15]=[CH:14][C:13]([CH3:16])=[CH:12][CH:11]=4)(=[O:9])=[O:8])[CH2:4][C:3]3([OH:17])[N:30]=2)=[CH:25][CH:24]=1, predict the reactants needed to synthesize it. The reactants are: Br[CH:2]1[CH2:6][N:5]([S:7]([C:10]2[CH:15]=[CH:14][C:13]([CH3:16])=[CH:12][CH:11]=2)(=[O:9])=[O:8])[CH2:4][C:3]1=[O:17].[Cl:18][CH2:19][CH2:20][CH2:21][O:22][C:23]1[CH:28]=[CH:27][C:26]([C:29](=[S:31])[NH2:30])=[CH:25][CH:24]=1.